From a dataset of Catalyst prediction with 721,799 reactions and 888 catalyst types from USPTO. Predict which catalyst facilitates the given reaction. (1) Reactant: [C:1]([O:5][C:6](=[O:27])[N:7]([C:19]1[CH:24]=[CH:23][C:22]([NH2:25])=[C:21]([CH3:26])[CH:20]=1)[CH2:8][C:9]1[CH:14]=[CH:13][C:12]([C:15]([F:18])([F:17])[F:16])=[CH:11][CH:10]=1)([CH3:4])([CH3:3])[CH3:2].F[P-](F)(F)(F)(F)F.N1(OC(N(C)C)=[N+](C)C)C2N=CC=CC=2N=N1.CCN(C(C)C)C(C)C.[N:61]1([CH2:67][C:68](O)=[O:69])[CH2:66][CH2:65][CH2:64][CH2:63][CH2:62]1. The catalyst class is: 39. Product: [C:1]([O:5][C:6](=[O:27])[N:7]([C:19]1[CH:24]=[CH:23][C:22]([NH:25][C:68](=[O:69])[CH2:67][N:61]2[CH2:66][CH2:65][CH2:64][CH2:63][CH2:62]2)=[C:21]([CH3:26])[CH:20]=1)[CH2:8][C:9]1[CH:14]=[CH:13][C:12]([C:15]([F:17])([F:16])[F:18])=[CH:11][CH:10]=1)([CH3:4])([CH3:3])[CH3:2]. (2) Reactant: Cl[C:2]1[C:7]([N+:8]([O-:10])=[O:9])=[CH:6][CH:5]=[C:4]([O:11][CH3:12])[N:3]=1.[CH3:13][S:14][C:15]1[S:16][C:17]2[CH:23]=[C:22]([CH2:24][NH2:25])[CH:21]=[CH:20][C:18]=2[N:19]=1. Product: [CH3:12][O:11][C:4]1[N:3]=[C:2]([NH:25][CH2:24][C:22]2[CH:21]=[CH:20][C:18]3[N:19]=[C:15]([S:14][CH3:13])[S:16][C:17]=3[CH:23]=2)[C:7]([N+:8]([O-:10])=[O:9])=[CH:6][CH:5]=1. The catalyst class is: 31. (3) Reactant: [CH2:1]([NH:8][C:9]([NH:19][CH2:20][C:21]1[CH:26]=[CH:25][CH:24]=[CH:23][CH:22]=1)=[CH:10][C:11]([C:13]1[CH:18]=[CH:17][CH:16]=[CH:15][CH:14]=1)=[O:12])[C:2]1[CH:7]=[CH:6][CH:5]=[CH:4][CH:3]=1.[C:27](O)(=[O:30])[C:28]#[CH:29].N1(C(N2C=CN=C2)=O)C=CN=C1. Product: [C:11]([C:10]1[CH:29]=[CH:28][C:27](=[O:30])[N:8]([CH2:1][C:2]2[CH:3]=[CH:4][CH:5]=[CH:6][CH:7]=2)[C:9]=1[NH:19][CH2:20][C:21]1[CH:26]=[CH:25][CH:24]=[CH:23][CH:22]=1)(=[O:12])[C:13]1[CH:14]=[CH:15][CH:16]=[CH:17][CH:18]=1. The catalyst class is: 1. (4) Reactant: [CH2:1]([O:3][C:4]([C:6]1[S:7][C:8]2[N:9]=[C:10](Cl)[C:11]([C:29]#[N:30])=[C:12]3[C:17]=2[C:16]=1[NH:15][C:14](=[O:18])[N:13]3[C:19]1[C:27]2[O:26][CH2:25][O:24][C:23]=2[CH:22]=[CH:21][C:20]=1[Cl:28])=[O:5])[CH3:2].[CH3:32][Sn](C)(C)C. Product: [CH2:1]([O:3][C:4]([C:6]1[S:7][C:8]2[N:9]=[C:10]([CH3:32])[C:11]([C:29]#[N:30])=[C:12]3[C:17]=2[C:16]=1[NH:15][C:14](=[O:18])[N:13]3[C:19]1[C:27]2[O:26][CH2:25][O:24][C:23]=2[CH:22]=[CH:21][C:20]=1[Cl:28])=[O:5])[CH3:2]. The catalyst class is: 3. (5) Reactant: C([O-])(O)=O.[Na+:5].[O-]S([O-])=O.[Na+].[Na+].[Cl:12][C:13]1[N:18]=[CH:17][C:16]([S:19](Cl)(=[O:21])=[O:20])=[CH:15][CH:14]=1. Product: [Na+:5].[Cl:12][C:13]1[N:18]=[CH:17][C:16]([S:19]([O-:21])=[O:20])=[CH:15][CH:14]=1. The catalyst class is: 6. (6) Reactant: [C:1]([O:5][C:6]([NH:8][CH2:9]/[C:10](/[F:31])=[CH:11]\[CH2:12][O:13][Si](C(C)(C)C)(C1C=CC=CC=1)C1C=CC=CC=1)=[O:7])([CH3:4])([CH3:3])[CH3:2].O.O.O.[F-].C([N+](CCCC)(CCCC)CCCC)CCC. Product: [C:1]([O:5][C:6]([NH:8]/[CH:9]=[C:10](/[F:31])\[CH2:11][CH2:12][OH:13])=[O:7])([CH3:4])([CH3:2])[CH3:3]. The catalyst class is: 249.